This data is from Reaction yield outcomes from USPTO patents with 853,638 reactions. The task is: Predict the reaction yield, written as a fraction of the theoretical maximum amount of product (1.0 means a 100% yield; for example, 0.34 means a 34% yield). (1) The reactants are [Cl-].O[NH3+:3].[C:4](=[O:7])([O-])[OH:5].[Na+].CS(C)=O.[CH:13]1([CH2:16][O:17][C:18]2[CH:23]=[CH:22][C:21]([N:24]3[C:29](=[O:30])[C:28]([CH2:31][C:32]4[CH:37]=[CH:36][C:35]([C:38]5[C:39]([C:44]#[N:45])=[CH:40][CH:41]=[CH:42][CH:43]=5)=[CH:34][CH:33]=4)=[C:27]([CH2:46][CH2:47][CH3:48])[N:26]=[C:25]3[CH3:49])=[CH:20][C:19]=2[F:50])[CH2:15][CH2:14]1. The catalyst is O.C(OCC)(=O)C. The product is [CH:13]1([CH2:16][O:17][C:18]2[CH:23]=[CH:22][C:21]([N:24]3[C:29](=[O:30])[C:28]([CH2:31][C:32]4[CH:37]=[CH:36][C:35]([C:38]5[CH:43]=[CH:42][CH:41]=[CH:40][C:39]=5[C:44]5[NH:3][C:4](=[O:7])[O:5][N:45]=5)=[CH:34][CH:33]=4)=[C:27]([CH2:46][CH2:47][CH3:48])[N:26]=[C:25]3[CH3:49])=[CH:20][C:19]=2[F:50])[CH2:15][CH2:14]1. The yield is 0.700. (2) The reactants are Cl.[Cl:2][C:3]1[CH:22]=[CH:21][C:6]([CH2:7][C:8]2[CH:20]=[CH:19][C:11]([O:12][CH2:13][C@H:14]3[CH2:18][CH2:17][CH2:16][NH:15]3)=[CH:10][CH:9]=2)=[CH:5][CH:4]=1.Br[CH2:24][CH2:25][CH2:26][C:27]([O:29][CH3:30])=[O:28].C(=O)([O-])[O-].[K+].[K+]. The catalyst is CN(C=O)C.O. The product is [CH3:30][O:29][C:27](=[O:28])[CH2:26][CH2:25][CH2:24][N:15]1[CH2:16][CH2:17][CH2:18][C@@H:14]1[CH2:13][O:12][C:11]1[CH:19]=[CH:20][C:8]([CH2:7][C:6]2[CH:21]=[CH:22][C:3]([Cl:2])=[CH:4][CH:5]=2)=[CH:9][CH:10]=1. The yield is 0.350. (3) The reactants are Cl.Cl.[NH2:3][CH:4]([CH2:19][CH:20]1[CH2:25][CH2:24][CH2:23][CH2:22][CH2:21]1)[C:5]([NH:7][C:8]1([C:17]#[N:18])[CH2:13][CH2:12][N:11]([CH2:14]CC)[CH2:10][CH2:9]1)=[O:6].[CH2:26]([N:28](CC)[CH2:29][CH3:30])[CH3:27].C(N(CC)[C:36]([S:38][C:39]#[N:40])=[O:37])C. The catalyst is C(#N)C. The product is [C:17]([C:8]1([NH:7][C:5](=[O:6])[CH:4]([NH:3][C:39]([NH:40][N:28]([CH2:29][CH3:30])[CH2:26][CH3:27])=[S:38]=[C:36]=[O:37])[CH2:19][CH:20]2[CH2:25][CH2:24][CH2:23][CH2:22][CH2:21]2)[CH2:13][CH2:12][N:11]([CH3:14])[CH2:10][CH2:9]1)#[N:18]. The yield is 0.490. (4) The reactants are [N+:1]([C:4]1[CH:12]=[C:11]2[C:7]([CH:8]=[CH:9][NH:10]2)=[CH:6][C:5]=1[C:13]([F:16])([F:15])[F:14])([O-:3])=[O:2].[H-].[Na+].[CH3:19][O:20][CH2:21][CH2:22]Br. The catalyst is CN(C=O)C.C(OCC)(=O)C. The product is [CH3:19][O:20][CH2:21][CH2:22][N:10]1[C:11]2[C:7](=[CH:6][C:5]([C:13]([F:16])([F:14])[F:15])=[C:4]([N+:1]([O-:3])=[O:2])[CH:12]=2)[CH:8]=[CH:9]1. The yield is 1.00. (5) The reactants are [CH3:1][O:2][C:3]1[CH:4]=[C:5]2[C:10](=[CH:11][C:12]=1[O:13][CH3:14])[C:9]([CH2:15][CH2:16][CH3:17])=[N:8][C:7]([OH:18])=[CH:6]2.[ClH:19].[Cl:20][CH2:21][C:22]1[C:23]([NH:34][CH2:35][C:36]([F:39])([F:38])[F:37])=[N:24][C:25]2[C:30]([CH:31]=1)=[CH:29][C:28]([O:32][CH3:33])=[CH:27][CH:26]=2.[Li+].[OH-]. The catalyst is C1COCC1.C(Cl)Cl. The product is [ClH:20].[ClH:19].[CH3:1][O:2][C:3]1[CH:4]=[C:5]2[C:10](=[CH:11][C:12]=1[O:13][CH3:14])[C:9]([CH2:15][CH2:16][CH3:17])=[N:8][C:7]([OH:18])=[C:6]2[CH2:21][C:22]1[C:23]([NH:34][CH2:35][C:36]([F:39])([F:37])[F:38])=[N:24][C:25]2[C:30]([CH:31]=1)=[CH:29][C:28]([O:32][CH3:33])=[CH:27][CH:26]=2. The yield is 0.110. (6) The reactants are [CH:1]1[C:14]2[C:13](=[O:15])[C:12]3[C:7](=[CH:8][CH:9]=[CH:10][CH:11]=3)[NH:6][C:5]=2[CH:4]=[CH:3][CH:2]=1.I[C:17]1[CH:25]=[CH:24][C:20]([C:21]([OH:23])=O)=[CH:19][CH:18]=1.[CH2:26]=[C:27]=[CH2:28].[C:29]1([NH2:36])[CH:34]=[CH:33][CH:32]=[CH:31][C:30]=1[NH2:35]. No catalyst specified. The product is [NH2:35][C:30]1[CH:31]=[CH:32][CH:33]=[CH:34][C:29]=1[NH:36][C:21](=[O:23])[C:20]1[CH:19]=[CH:18][C:17]([C:27]([CH2:28][N:6]2[C:5]3[C:14](=[CH:1][CH:2]=[CH:3][CH:4]=3)[C:13](=[O:15])[C:12]3[CH:11]=[CH:10][CH:9]=[CH:8][C:7]2=3)=[CH2:26])=[CH:25][CH:24]=1. The yield is 0.540. (7) The reactants are [N+:1]([C:4]1[CH:9]=[CH:8][C:7]([CH:10]([CH3:14])[C:11]([OH:13])=O)=[CH:6][CH:5]=1)([O-:3])=[O:2].O=S(Cl)Cl.[CH3:19][O:20][C:21](=[O:31])[C:22]1[C:27]([Cl:28])=[CH:26][C:25]([Cl:29])=[CH:24][C:23]=1[NH2:30].C(OCC)(=O)C. The catalyst is C(OCC)C. The product is [CH3:19][O:20][C:21](=[O:31])[C:22]1[C:27]([Cl:28])=[CH:26][C:25]([Cl:29])=[CH:24][C:23]=1[NH:30][C:11](=[O:13])[CH:10]([C:7]1[CH:6]=[CH:5][C:4]([N+:1]([O-:3])=[O:2])=[CH:9][CH:8]=1)[CH3:14]. The yield is 0.990.